From a dataset of NCI-60 drug combinations with 297,098 pairs across 59 cell lines. Regression. Given two drug SMILES strings and cell line genomic features, predict the synergy score measuring deviation from expected non-interaction effect. (1) Cell line: NCI-H522. Drug 1: CC1C(C(CC(O1)OC2CC(CC3=C2C(=C4C(=C3O)C(=O)C5=C(C4=O)C(=CC=C5)OC)O)(C(=O)CO)O)N)O.Cl. Synergy scores: CSS=23.3, Synergy_ZIP=-9.04, Synergy_Bliss=-2.25, Synergy_Loewe=-0.710, Synergy_HSA=0.616. Drug 2: CC1=C(N=C(N=C1N)C(CC(=O)N)NCC(C(=O)N)N)C(=O)NC(C(C2=CN=CN2)OC3C(C(C(C(O3)CO)O)O)OC4C(C(C(C(O4)CO)O)OC(=O)N)O)C(=O)NC(C)C(C(C)C(=O)NC(C(C)O)C(=O)NCCC5=NC(=CS5)C6=NC(=CS6)C(=O)NCCC[S+](C)C)O. (2) Drug 1: C1CCC(C1)C(CC#N)N2C=C(C=N2)C3=C4C=CNC4=NC=N3. Drug 2: CCN(CC)CCCC(C)NC1=C2C=C(C=CC2=NC3=C1C=CC(=C3)Cl)OC. Cell line: TK-10. Synergy scores: CSS=40.0, Synergy_ZIP=4.80, Synergy_Bliss=7.48, Synergy_Loewe=8.58, Synergy_HSA=8.36.